From a dataset of Catalyst prediction with 721,799 reactions and 888 catalyst types from USPTO. Predict which catalyst facilitates the given reaction. (1) Reactant: [NH2:1][C:2]1[CH:7]=[CH:6][C:5]([Cl:8])=[CH:4][N:3]=1.[C:9](O[C:9]([O:11][C:12]([CH3:15])([CH3:14])[CH3:13])=[O:10])([O:11][C:12]([CH3:15])([CH3:14])[CH3:13])=[O:10]. Product: [Cl:8][C:5]1[CH:6]=[CH:7][C:2]([NH:1][C:9](=[O:10])[O:11][C:12]([CH3:15])([CH3:14])[CH3:13])=[N:3][CH:4]=1. The catalyst class is: 107. (2) Reactant: [Cl:1][C:2]1[CH:3]=[CH:4][C:5]([O:22][CH2:23][C:24]2[CH:29]=[CH:28][C:27]([Cl:30])=[CH:26][C:25]=2[F:31])=[C:6]([CH:21]=1)[CH2:7][N:8]1[C:16]2[CH:15]=[CH:14][CH:13]=[C:12]([C:17]([O:19]C)=[O:18])[C:11]=2[CH:10]=[CH:9]1.ClN1C(=[O:38])CCC1=O.OP(O)(O)=O.C([O-])([O-])=O.[Na+:49].[Na+]. Product: [Cl:1][C:2]1[CH:3]=[CH:4][C:5]([O:22][CH2:23][C:24]2[CH:29]=[CH:28][C:27]([Cl:30])=[CH:26][C:25]=2[F:31])=[C:6]([CH:21]=1)[CH2:7][N:8]1[C:16]2[CH:15]=[CH:14][CH:13]=[C:12]([C:17]([O-:19])=[O:18])[C:11]=2[CH2:10][C:9]1=[O:38].[Na+:49]. The catalyst class is: 2. (3) Reactant: Cl.[N:2]1([C:8]2[S:9][C:10]([C:13]3[N:14]=[N:15][N:16]([CH2:18][C:19]([O:21][CH2:22][CH3:23])=[O:20])[N:17]=3)=[CH:11][N:12]=2)[CH2:7][CH2:6][NH:5][CH2:4][CH2:3]1.C(N(CC)CC)C.[F:31][C:32]1[C:33]([C:41]([F:44])([F:43])[F:42])=[C:34]([CH:38]=[CH:39][CH:40]=1)[C:35](Cl)=[O:36]. Product: [F:31][C:32]1[C:33]([C:41]([F:42])([F:43])[F:44])=[C:34]([C:35]([N:5]2[CH2:6][CH2:7][N:2]([C:8]3[S:9][C:10]([C:13]4[N:14]=[N:15][N:16]([CH2:18][C:19]([O:21][CH2:22][CH3:23])=[O:20])[N:17]=4)=[CH:11][N:12]=3)[CH2:3][CH2:4]2)=[O:36])[CH:38]=[CH:39][CH:40]=1. The catalyst class is: 2. (4) Reactant: C([O:3][C:4]([C:6]1([C:9]2[N:27]=[C:12]3[C:13]([O:25][CH3:26])=[CH:14][CH:15]=[C:16]([C:17]4[CH:22]=[CH:21][CH:20]=[C:19]([C:23]#[N:24])[CH:18]=4)[N:11]3[N:10]=2)[CH2:8][CH2:7]1)=[O:5])C.[Li+].[OH-]. Product: [C:23]([C:19]1[CH:18]=[C:17]([C:16]2[N:11]3[N:10]=[C:9]([C:6]4([C:4]([OH:5])=[O:3])[CH2:7][CH2:8]4)[N:27]=[C:12]3[C:13]([O:25][CH3:26])=[CH:14][CH:15]=2)[CH:22]=[CH:21][CH:20]=1)#[N:24]. The catalyst class is: 38. (5) Reactant: [C:1](Cl)(=[O:3])[CH3:2].[CH2:5]([O:7][C:8](=[O:19])/[CH:9]=[C:10](\[NH2:18])/[C@H:11]([CH3:17])[C@H:12]([CH3:16])/[CH:13]=[CH:14]/[CH3:15])[CH3:6].N1C=CC=CC=1.Cl. Product: [CH2:5]([O:7][C:8](=[O:19])/[CH:9]=[C:10](\[NH:18][C:1](=[O:3])[CH3:2])/[C@H:11]([CH3:17])[C@H:12]([CH3:16])/[CH:13]=[CH:14]/[CH3:15])[CH3:6]. The catalyst class is: 2. (6) Reactant: C(OC([N:11]1[CH2:20][CH2:19][C:18]2[C:13](=[C:14]([C:22]3[CH:27]=[C:26]([CH:28]([C:30]([O:32][CH2:33][CH3:34])=[O:31])[CH3:29])[CH:25]=[CH:24][C:23]=3[O:35][CH3:36])[CH:15]=[CH:16][C:17]=2[F:21])[CH2:12]1)=O)C1C=CC=CC=1. Product: [F:21][C:17]1[CH:16]=[CH:15][C:14]([C:22]2[CH:27]=[C:26]([CH:28]([CH3:29])[C:30]([O:32][CH2:33][CH3:34])=[O:31])[CH:25]=[CH:24][C:23]=2[O:35][CH3:36])=[C:13]2[C:18]=1[CH2:19][CH2:20][NH:11][CH2:12]2. The catalyst class is: 50. (7) Reactant: [OH:1][C:2]1[C:12](I)=[CH:11][C:5]([C:6]([O:8][CH2:9][CH3:10])=[O:7])=[CH:4][N:3]=1.CN(C=O)C.[CH:19](B(O)O)=[CH2:20].C(=O)([O-])[O-].[Na+].[Na+]. Product: [OH:1][C:2]1[C:12]([CH:19]=[CH2:20])=[CH:11][C:5]([C:6]([O:8][CH2:9][CH3:10])=[O:7])=[CH:4][N:3]=1. The catalyst class is: 6. (8) Reactant: C([Mg]Cl)(C)C.Br[C:7]1[O:8][C:9]2[CH:15]=[CH:14][C:13]([CH2:16][C:17]([O:19][CH3:20])=[O:18])=[CH:12][C:10]=2[CH:11]=1.[CH:21](=[O:28])[C:22]1[CH:27]=[CH:26][N:25]=[CH:24][CH:23]=1.[NH4+].[Cl-]. Product: [OH:28][CH:21]([C:22]1[CH:27]=[CH:26][N:25]=[CH:24][CH:23]=1)[C:7]1[O:8][C:9]2[CH:15]=[CH:14][C:13]([CH2:16][C:17]([O:19][CH3:20])=[O:18])=[CH:12][C:10]=2[CH:11]=1. The catalyst class is: 1. (9) Reactant: [NH2:1][CH2:2][CH2:3][NH:4][C:5]([C:7]1[O:15][C:10]2=[CH:11][N:12]=[CH:13][CH:14]=[C:9]2[C:8]=1[NH:16][C:17]1[CH:26]=[CH:25][C:24]2[C:19](=[CH:20][CH:21]=[CH:22][C:23]=2[O:27][Si:28]([C:31]([CH3:34])([CH3:33])[CH3:32])([CH3:30])[CH3:29])[CH:18]=1)=O.C[Al](C)C. Product: [Si:28]([O:27][C:23]1[CH:22]=[CH:21][CH:20]=[C:19]2[C:24]=1[CH:25]=[CH:26][C:17]([NH:16][C:8]1[C:9]3[C:10](=[CH:11][N:12]=[CH:13][CH:14]=3)[O:15][C:7]=1[C:5]1[NH:4][CH2:3][CH2:2][N:1]=1)=[CH:18]2)([C:31]([CH3:34])([CH3:32])[CH3:33])([CH3:30])[CH3:29]. The catalyst class is: 11.